From a dataset of Forward reaction prediction with 1.9M reactions from USPTO patents (1976-2016). Predict the product of the given reaction. (1) The product is: [Cl:39][C:29]1[CH:30]=[CH:31][C:32]([NH:33][C:34]([CH:36]2[CH2:37][CH2:38]2)=[O:35])=[C:27]2[C:28]=1[CH2:40][N:1]([CH:2]([C:6]1[CH:11]=[CH:10][CH:9]=[C:8]([O:14][CH2:15][O:47][CH2:22][CH3:23])[CH:7]=1)[CH2:3][C:4]#[N:5])[C:26]2=[O:42]. Given the reactants [NH2:1][CH:2]([C:6]1[CH:11]=[CH:10][C:9](OC)=[C:8]([O:14][CH2:15]C)[CH:7]=1)[CH2:3][C:4]#[N:5].CCN([CH2:22][CH3:23])CC.CO[C:26](=[O:42])[C:27]1[C:32]([NH:33][C:34]([CH:36]2[CH2:38][CH2:37]2)=[O:35])=[CH:31][CH:30]=[C:29]([Cl:39])[C:28]=1[CH2:40]Br.CN(C=[O:47])C, predict the reaction product. (2) Given the reactants [NH2:15][C:14]1[CH:16]=[C:17]([Cl:22])[C:18]([O:20][CH3:21])=[CH:19][C:13]=1[S:12][S:12][C:13]1[CH:19]=[C:18]([O:20][CH3:21])[C:17]([Cl:22])=[CH:16][C:14]=1[NH2:15].[NH:23]([N:27]1[CH:32]([C:33]2[CH:38]=[CH:37][CH:36]=[CH:35][N:34]=2)[CH2:31][C:30](=O)[CH2:29][C:28]1=[O:40])[C:24]([CH3:26])=[O:25], predict the reaction product. The product is: [Cl:22][C:17]1[C:18]([O:20][CH3:21])=[CH:19][C:13]2[S:12][C:29]3[C:28](=[O:40])[N:27]([NH:23][C:24](=[O:25])[CH3:26])[CH:32]([C:33]4[CH:38]=[CH:37][CH:36]=[CH:35][N:34]=4)[CH2:31][C:30]=3[NH:15][C:14]=2[CH:16]=1. (3) Given the reactants C(=O)([O-])[O-].[Cs+].[Cs+].F[C:8]1[CH:13]=[CH:12][C:11]([N+:14]([O-:16])=[O:15])=[CH:10][CH:9]=1.[N:17]1[CH:22]=[CH:21][CH:20]=[CH:19][C:18]=1[OH:23].O, predict the reaction product. The product is: [N+:14]([C:11]1[CH:12]=[CH:13][C:8]([N:17]2[CH:22]=[CH:21][CH:20]=[CH:19][C:18]2=[O:23])=[CH:9][CH:10]=1)([O-:16])=[O:15]. (4) Given the reactants [Cl:1][C:2]1[C:3]([C:23]2[S:27][C:26]([C:28]3([O:32]COC)[CH2:31][CH2:30][CH2:29]3)=[N:25][CH:24]=2)=[C:4]2[CH:10]=[C:9]([C:11]3[CH:16]=[CH:15][C:14]([O:17][CH:18]4[CH2:22][CH2:21][O:20][CH2:19]4)=[CH:13][CH:12]=3)[NH:8][C:5]2=[N:6][CH:7]=1.ClC1C(C2SC(C3(OCOC)CCC3)=NC=2)=C2C=C(C3N=C(C4CCCN(C(OC(C)(C)C)=O)C4)ON=3)NC2=NC=1, predict the reaction product. The product is: [Cl:1][C:2]1[C:3]([C:23]2[S:27][C:26]([C:28]3([OH:32])[CH2:31][CH2:30][CH2:29]3)=[N:25][CH:24]=2)=[C:4]2[CH:10]=[C:9]([C:11]3[CH:16]=[CH:15][C:14]([O:17][CH:18]4[CH2:22][CH2:21][O:20][CH2:19]4)=[CH:13][CH:12]=3)[NH:8][C:5]2=[N:6][CH:7]=1. (5) Given the reactants [C:1]([N:4]1[CH2:9][CH:8]=[C:7]([C:10]2[C:18]3[S:17][C:16]([NH:19][C:20](=[O:28])[C:21]4[CH:26]=[CH:25][C:24]([F:27])=[CH:23][CH:22]=4)=[N:15][C:14]=3[C:13]([O:29][CH3:30])=[CH:12][CH:11]=2)[CH2:6][CH2:5]1)(=[O:3])[CH3:2], predict the reaction product. The product is: [C:1]([N:4]1[CH2:9][CH2:8][CH:7]([C:10]2[C:18]3[S:17][C:16]([NH:19][C:20](=[O:28])[C:21]4[CH:22]=[CH:23][C:24]([F:27])=[CH:25][CH:26]=4)=[N:15][C:14]=3[C:13]([O:29][CH3:30])=[CH:12][CH:11]=2)[CH2:6][CH2:5]1)(=[O:3])[CH3:2].